From a dataset of NCI-60 drug combinations with 297,098 pairs across 59 cell lines. Regression. Given two drug SMILES strings and cell line genomic features, predict the synergy score measuring deviation from expected non-interaction effect. (1) Drug 1: CC1C(C(=O)NC(C(=O)N2CCCC2C(=O)N(CC(=O)N(C(C(=O)O1)C(C)C)C)C)C(C)C)NC(=O)C3=C4C(=C(C=C3)C)OC5=C(C(=O)C(=C(C5=N4)C(=O)NC6C(OC(=O)C(N(C(=O)CN(C(=O)C7CCCN7C(=O)C(NC6=O)C(C)C)C)C)C(C)C)C)N)C. Drug 2: C1C(C(OC1N2C=NC(=NC2=O)N)CO)O. Cell line: UO-31. Synergy scores: CSS=5.41, Synergy_ZIP=-2.66, Synergy_Bliss=-0.125, Synergy_Loewe=-4.38, Synergy_HSA=-1.77. (2) Drug 1: CN1CCC(CC1)COC2=C(C=C3C(=C2)N=CN=C3NC4=C(C=C(C=C4)Br)F)OC. Drug 2: CC1=C(C(=O)C2=C(C1=O)N3CC4C(C3(C2COC(=O)N)OC)N4)N. Cell line: CCRF-CEM. Synergy scores: CSS=42.9, Synergy_ZIP=-3.23, Synergy_Bliss=-0.668, Synergy_Loewe=-29.6, Synergy_HSA=-0.452. (3) Drug 1: CN(C)N=NC1=C(NC=N1)C(=O)N. Drug 2: C#CCC(CC1=CN=C2C(=N1)C(=NC(=N2)N)N)C3=CC=C(C=C3)C(=O)NC(CCC(=O)O)C(=O)O. Cell line: OVCAR-8. Synergy scores: CSS=-5.95, Synergy_ZIP=0.729, Synergy_Bliss=-2.46, Synergy_Loewe=-4.74, Synergy_HSA=-5.14. (4) Synergy scores: CSS=-2.45, Synergy_ZIP=3.50, Synergy_Bliss=4.66, Synergy_Loewe=-4.60, Synergy_HSA=-1.76. Drug 2: C1=NC(=NC(=O)N1C2C(C(C(O2)CO)O)O)N. Drug 1: C1=CC(=CC=C1CC(C(=O)O)N)N(CCCl)CCCl.Cl. Cell line: MDA-MB-435. (5) Drug 1: CC1CCC2CC(C(=CC=CC=CC(CC(C(=O)C(C(C(=CC(C(=O)CC(OC(=O)C3CCCCN3C(=O)C(=O)C1(O2)O)C(C)CC4CCC(C(C4)OC)OCCO)C)C)O)OC)C)C)C)OC. Drug 2: CC12CCC3C(C1CCC2O)C(CC4=C3C=CC(=C4)O)CCCCCCCCCS(=O)CCCC(C(F)(F)F)(F)F. Cell line: UACC-257. Synergy scores: CSS=1.53, Synergy_ZIP=0.857, Synergy_Bliss=2.13, Synergy_Loewe=0.233, Synergy_HSA=0.549. (6) Drug 1: CN1C(=O)N2C=NC(=C2N=N1)C(=O)N. Drug 2: CC(C)CN1C=NC2=C1C3=CC=CC=C3N=C2N. Cell line: LOX IMVI. Synergy scores: CSS=3.86, Synergy_ZIP=1.05, Synergy_Bliss=5.39, Synergy_Loewe=1.74, Synergy_HSA=1.05. (7) Drug 1: CN1C(=O)N2C=NC(=C2N=N1)C(=O)N. Drug 2: C1=NC(=NC(=O)N1C2C(C(C(O2)CO)O)O)N. Cell line: PC-3. Synergy scores: CSS=4.57, Synergy_ZIP=-1.92, Synergy_Bliss=2.47, Synergy_Loewe=-10.6, Synergy_HSA=-1.95.